Task: Predict the product of the given reaction.. Dataset: Forward reaction prediction with 1.9M reactions from USPTO patents (1976-2016) (1) Given the reactants [CH2:1]([C:5]1[CH:10]=[CH:9][C:8]([NH:11][C:12](=[O:14])[CH3:13])=[CH:7][CH:6]=1)[CH2:2][CH2:3][CH3:4].[Br:15]Br, predict the reaction product. The product is: [Br:15][C:7]1[CH:6]=[C:5]([CH2:1][CH2:2][CH2:3][CH3:4])[CH:10]=[CH:9][C:8]=1[NH:11][C:12](=[O:14])[CH3:13]. (2) Given the reactants [ClH:1].[C:2]1([C@H:8]2[CH2:10][C@@H:9]2[NH:11][CH:12]2[CH2:17][CH2:16][N:15](C(OC(C)(C)C)=O)[CH2:14][CH2:13]2)[CH:7]=[CH:6][CH:5]=[CH:4][CH:3]=1, predict the reaction product. The product is: [ClH:1].[C:2]1([C@H:8]2[CH2:10][C@@H:9]2[NH:11][CH:12]2[CH2:17][CH2:16][NH:15][CH2:14][CH2:13]2)[CH:3]=[CH:4][CH:5]=[CH:6][CH:7]=1. (3) Given the reactants [CH3:1][C:2]([C:4]1[CH:5]=[CH:6][C:7]([OH:11])=[CH:8][C:9]=1[OH:10])=[O:3].N1C[CH2:15][CH2:14][CH2:13]1.CC(C)=O, predict the reaction product. The product is: [OH:11][C:7]1[CH:8]=[C:9]2[C:4]([C:2](=[O:3])[CH2:1][C:14]([CH3:15])([CH3:13])[O:10]2)=[CH:5][CH:6]=1. (4) Given the reactants [NH:1]1[C:9]2[C:4](=[CH:5][N:6]=[CH:7][CH:8]=2)[CH:3]=[CH:2]1.CCN(CC)CC.[CH3:17][C:18]([O:21][C:22](O[C:22]([O:21][C:18]([CH3:20])([CH3:19])[CH3:17])=[O:23])=[O:23])([CH3:20])[CH3:19], predict the reaction product. The product is: [N:1]1([C:22]([O:21][C:18]([CH3:20])([CH3:19])[CH3:17])=[O:23])[C:9]2[CH:8]=[CH:7][N:6]=[CH:5][C:4]=2[CH:3]=[CH:2]1. (5) Given the reactants [NH2:1][C:2]1[C:3]([C:8]([O:10]CC)=O)=[N:4][CH:5]=[CH:6][CH:7]=1.[F:13][C:14]1[CH:19]=[CH:18][C:17]([N:20]=[C:21]=[S:22])=[CH:16][CH:15]=1, predict the reaction product. The product is: [F:13][C:14]1[CH:19]=[CH:18][C:17]([N:20]2[C:8](=[O:10])[C:3]3[N:4]=[CH:5][CH:6]=[CH:7][C:2]=3[NH:1][C:21]2=[S:22])=[CH:16][CH:15]=1. (6) Given the reactants [C:1]([O:6][C@@H:7]1[C@@H:15]([CH2:16][C:17]2[CH:22]=[CH:21][CH:20]=[CH:19][CH:18]=2)[C:14](=[O:23])[O:13][CH2:12][C@H:11]([NH:24][C:25]([O:27][C:28]([CH3:31])([CH3:30])[CH3:29])=[O:26])[C:10](=[O:32])[O:9][C@H:8]1[CH3:33])(=[O:5])[CH:2]([CH3:4])[CH3:3], predict the reaction product. The product is: [C:1]([O:6][C@@H:7]1[C@@H:15]([CH2:16][CH:17]2[CH2:22][CH2:21][CH2:20][CH2:19][CH2:18]2)[C:14](=[O:23])[O:13][CH2:12][C@H:11]([NH:24][C:25]([O:27][C:28]([CH3:29])([CH3:31])[CH3:30])=[O:26])[C:10](=[O:32])[O:9][C@H:8]1[CH3:33])(=[O:5])[CH:2]([CH3:3])[CH3:4]. (7) Given the reactants [NH2:1][C:2]1[N:3]=[C:4]2[CH:9]=[C:8]([C:10]3[CH:11]=[C:12]([CH:17]=[CH:18][CH:19]=3)[C:13]([NH:15][CH3:16])=[O:14])[CH:7]=[N:6][N:5]2[C:20]=1[C:21]1[CH:26]=[CH:25][N:24]=[C:23](Cl)[CH:22]=1.[C:28]1(B(O)O)[CH:33]=[CH:32][CH:31]=[CH:30][CH:29]=1.O.C([O-])([O-])=O.[Na+].[Na+], predict the reaction product. The product is: [NH2:1][C:2]1[N:3]=[C:4]2[CH:9]=[C:8]([C:10]3[CH:11]=[C:12]([CH:17]=[CH:18][CH:19]=3)[C:13]([NH:15][CH3:16])=[O:14])[CH:7]=[N:6][N:5]2[C:20]=1[C:21]1[CH:26]=[CH:25][N:24]=[C:23]([C:28]2[CH:33]=[CH:32][CH:31]=[CH:30][CH:29]=2)[CH:22]=1.